From a dataset of Reaction yield outcomes from USPTO patents with 853,638 reactions. Predict the reaction yield, written as a fraction of the theoretical maximum amount of product (1.0 means a 100% yield; for example, 0.34 means a 34% yield). (1) The reactants are C1(C2C=CC([CH:8]=[O:9])=CC=2)CC1.Br[C:13]1[CH:18]=[CH:17][C:16]([C:19]2([CH3:22])[CH2:21][CH2:20]2)=[C:15]([Cl:23])[CH:14]=1.[Li]CCCC.CN(C=O)C. No catalyst specified. The product is [Cl:23][C:15]1[CH:14]=[C:13]([CH:18]=[CH:17][C:16]=1[C:19]1([CH3:22])[CH2:21][CH2:20]1)[CH:8]=[O:9]. The yield is 0.630. (2) The yield is 0.780. The catalyst is O.COCCOC. The reactants are [CH:1]([C:4]1[CH:9]=[CH:8][C:7]([C:10]2[CH:18]=[CH:17][CH:16]=[C:15]3[C:11]=2[CH:12]=[CH:13][CH2:14]3)=[CH:6][CH:5]=1)([CH3:3])[CH3:2].[OH-].[K+].[C:21]1(=O)[CH2:24][CH2:23][CH2:22]1.Cl. The product is [CH:1]([C:4]1[CH:9]=[CH:8][C:7]([C:10]2[CH:18]=[CH:17][CH:16]=[C:15]3[C:11]=2[CH:12]=[CH:13][CH:14]3[C:21]2([CH:14]3[C:15]4[C:11](=[C:10]([C:7]5[CH:6]=[CH:5][C:4]([CH:1]([CH3:3])[CH3:2])=[CH:9][CH:8]=5)[CH:18]=[CH:17][CH:16]=4)[CH:12]=[CH:13]3)[CH2:24][CH2:23][CH2:22]2)=[CH:6][CH:5]=1)([CH3:3])[CH3:2]. (3) The reactants are [Li+].C[Si]([N-][Si](C)(C)C)(C)C.C(OC(=O)[N:17]([C:29]1[CH:34]=[C:33]([CH3:35])[CH:32]=[C:31]([CH3:36])[CH:30]=1)[C:18]1[N:23]=[C:22]([C:24]2[N:25]=[CH:26][S:27][CH:28]=2)[CH:21]=[CH:20][N:19]=1)(C)(C)C.CN([CH:41]=[O:42])C.[BH4-].[Na+]. The catalyst is C1COCC1.CCOCC.CO.C(OCC)(=O)C. The product is [CH3:35][C:33]1[CH:34]=[C:29]([NH:17][C:18]2[N:23]=[C:22]([C:24]3[N:25]=[C:26]([CH2:41][OH:42])[S:27][CH:28]=3)[CH:21]=[CH:20][N:19]=2)[CH:30]=[C:31]([CH3:36])[CH:32]=1. The yield is 0.200. (4) The reactants are [CH2:1]([N:3]([CH2:37][CH3:38])[CH2:4][CH2:5][CH2:6][NH:7][C:8]1[N:9]=[C:10]([C:27]2[C:28]([CH3:36])=[C:29]([CH:33]=[CH:34][CH:35]=2)[C:30](O)=[O:31])[C:11]2[CH:17]=[CH:16][C:15](=[O:18])[N:14]([C:19]3[C:24]([F:25])=[CH:23][CH:22]=[CH:21][C:20]=3[F:26])[C:12]=2[N:13]=1)[CH3:2].CN(C(O[N:47]1N=N[C:49]2[CH:50]=[CH:51][CH:52]=[CH:53][C:48]1=2)=[N+](C)C)C.F[P-](F)(F)(F)(F)F.C(N(CC)CC)C.NC1C=CC=CC=1. The catalyst is CN(C=O)C. The product is [CH2:37]([N:3]([CH2:1][CH3:2])[CH2:4][CH2:5][CH2:6][NH:7][C:8]1[N:9]=[C:10]([C:27]2[C:28]([CH3:36])=[C:29]([CH:33]=[CH:34][CH:35]=2)[C:30]([NH:47][C:48]2[CH:53]=[CH:52][CH:51]=[CH:50][CH:49]=2)=[O:31])[C:11]2[CH:17]=[CH:16][C:15](=[O:18])[N:14]([C:19]3[C:24]([F:25])=[CH:23][CH:22]=[CH:21][C:20]=3[F:26])[C:12]=2[N:13]=1)[CH3:38]. The yield is 0.600. (5) The reactants are BrC1C=CC(O)=C(C2C=[CH:16][C:15]3[C:10](=[CH:11][CH:12]=[C:13]([C:18]4[N:22]([CH:23]5[CH2:28][CH2:27][CH2:26][CH2:25][CH2:24]5)[C:21]5[CH:29]=[CH:30][C:31]([C:33]([OH:35])=[O:34])=[CH:32][C:20]=5[N:19]=4)[CH:14]=3)[N:9]=2)C=1.C(OC(C1C=CC2N(C3CCCCC3)C(C3C=CC(N)=C(C=O)C=3)=NC=2C=1)=O)C.[CH3:66][C:67]1[S:68][C:69]([C:73](=O)[CH3:74])=[C:70]([CH3:72])[N:71]=1.[OH-].[K+]. The catalyst is C(O)C. The product is [CH:23]1([N:22]2[C:21]3[CH:29]=[CH:30][C:31]([C:33]([OH:35])=[O:34])=[CH:32][C:20]=3[N:19]=[C:18]2[C:13]2[CH:14]=[C:15]3[C:10](=[CH:11][CH:12]=2)[N:9]=[C:73]([C:69]2[S:68][C:67]([CH3:66])=[N:71][C:70]=2[CH3:72])[CH:74]=[CH:16]3)[CH2:24][CH2:25][CH2:26][CH2:27][CH2:28]1. The yield is 0.120. (6) The reactants are [C:1]([O:5][C:6]([N:8]1[CH2:13][CH2:12][N:11]([C:14]2[C:23]3[C:18](=[C:19]([O:26][CH3:27])[C:20](Br)=[C:21]([Cl:24])[CH:22]=3)[N:17]=[CH:16][N:15]=2)[CH2:10][CH2:9]1)=[O:7])([CH3:4])([CH3:3])[CH3:2].[F:28][C:29]1[CH:34]=[C:33]([F:35])[CH:32]=[CH:31][C:30]=1B(O)O.C([O-])([O-])=O.[Na+].[Na+]. The catalyst is O1CCOCC1.O.C1C=CC([P]([Pd]([P](C2C=CC=CC=2)(C2C=CC=CC=2)C2C=CC=CC=2)([P](C2C=CC=CC=2)(C2C=CC=CC=2)C2C=CC=CC=2)[P](C2C=CC=CC=2)(C2C=CC=CC=2)C2C=CC=CC=2)(C2C=CC=CC=2)C2C=CC=CC=2)=CC=1. The product is [C:1]([O:5][C:6]([N:8]1[CH2:13][CH2:12][N:11]([C:14]2[C:23]3[C:18](=[C:19]([O:26][CH3:27])[C:20]([C:32]4[CH:31]=[CH:30][C:29]([F:28])=[CH:34][C:33]=4[F:35])=[C:21]([Cl:24])[CH:22]=3)[N:17]=[CH:16][N:15]=2)[CH2:10][CH2:9]1)=[O:7])([CH3:4])([CH3:3])[CH3:2]. The yield is 0.250. (7) The reactants are [OH:1][C:2]1[CH:7]=[C:6]([CH3:8])[C:5]([C:9]2[CH:14]=[CH:13][CH:12]=[C:11]([CH:15]=[O:16])[CH:10]=2)=[C:4]([CH3:17])[CH:3]=1.CC1C=CC(S(O[CH2:29][CH2:30][CH2:31][S:32]([CH3:35])(=[O:34])=[O:33])(=O)=O)=CC=1.C(=O)([O-])[O-].[K+].[K+].O. The catalyst is CN(C)C=O. The product is [CH3:8][C:6]1[CH:7]=[C:2]([O:1][CH2:29][CH2:30][CH2:31][S:32]([CH3:35])(=[O:34])=[O:33])[CH:3]=[C:4]([CH3:17])[C:5]=1[C:9]1[CH:14]=[CH:13][CH:12]=[C:11]([CH:15]=[O:16])[CH:10]=1. The yield is 0.770. (8) The reactants are [NH2:1][C:2]1[N:7]=[CH:6][N:5]=[C:4]([NH:8][C@H:9]([C:11]2[N:16]([C:17]3[CH:22]=[CH:21][CH:20]=[CH:19][CH:18]=3)[C:15](=[O:23])[C:14]3=[C:24]([CH3:27])[CH:25]=[CH:26][N:13]3[N:12]=2)[CH3:10])[C:3]=1[S:28][C:29]1[CH:34]=[CH:33][C:32]([O:35]C)=[C:31]([F:37])[CH:30]=1.B(Br)(Br)Br. The catalyst is ClCCl. The product is [NH2:1][C:2]1[N:7]=[CH:6][N:5]=[C:4]([NH:8][C@H:9]([C:11]2[N:16]([C:17]3[CH:22]=[CH:21][CH:20]=[CH:19][CH:18]=3)[C:15](=[O:23])[C:14]3=[C:24]([CH3:27])[CH:25]=[CH:26][N:13]3[N:12]=2)[CH3:10])[C:3]=1[S:28][C:29]1[CH:34]=[CH:33][C:32]([OH:35])=[C:31]([F:37])[CH:30]=1. The yield is 0.180.